Task: Predict the reactants needed to synthesize the given product.. Dataset: Full USPTO retrosynthesis dataset with 1.9M reactions from patents (1976-2016) Given the product [Br:26][C:22]1[CH:21]=[C:20]([CH:25]=[CH:24][CH:23]=1)[C:19]([CH:7]1[CH2:8][C:2]2[S:1][CH:5]=[CH:4][C:3]=2[C:6]1=[O:9])=[O:18], predict the reactants needed to synthesize it. The reactants are: [S:1]1[CH:5]=[CH:4][C:3]2[C:6](=[O:9])[CH2:7][CH2:8][C:2]1=2.[H-].[Na+].C1([O:18][C:19](=O)[C:20]2[CH:25]=[CH:24][CH:23]=[C:22]([Br:26])[CH:21]=2)C=CC=CC=1.Cl.